Dataset: Peptide-MHC class I binding affinity with 185,985 pairs from IEDB/IMGT. Task: Regression. Given a peptide amino acid sequence and an MHC pseudo amino acid sequence, predict their binding affinity value. This is MHC class I binding data. (1) The peptide sequence is GIFLFFMQGK. The MHC is HLA-A03:01 with pseudo-sequence HLA-A03:01. The binding affinity (normalized) is 0.359. (2) The peptide sequence is FHNEFTQRL. The MHC is HLA-A02:19 with pseudo-sequence HLA-A02:19. The binding affinity (normalized) is 0.0847. (3) The peptide sequence is PTDPVELAV. The MHC is HLA-A30:02 with pseudo-sequence HLA-A30:02. The binding affinity (normalized) is 0. (4) The peptide sequence is TVLDHILQK. The MHC is HLA-A02:11 with pseudo-sequence HLA-A02:11. The binding affinity (normalized) is 0.0847. (5) The peptide sequence is AMNEENRFV. The MHC is HLA-A02:01 with pseudo-sequence HLA-A02:01. The binding affinity (normalized) is 0.184. (6) The peptide sequence is KIFLHFSIL. The MHC is HLA-A02:01 with pseudo-sequence HLA-A02:01. The binding affinity (normalized) is 0.0847. (7) The peptide sequence is IIGLLKIFR. The MHC is HLA-B57:01 with pseudo-sequence HLA-B57:01. The binding affinity (normalized) is 0.0847. (8) The peptide sequence is ATPYDINQML. The MHC is Mamu-B03 with pseudo-sequence Mamu-B03. The binding affinity (normalized) is 0.000920. (9) The peptide sequence is AMDEFIQRYK. The MHC is HLA-A33:01 with pseudo-sequence HLA-A33:01. The binding affinity (normalized) is 0.122. (10) The binding affinity (normalized) is 0.551. The MHC is HLA-B07:02 with pseudo-sequence HLA-B07:02. The peptide sequence is VPEFAKQYV.